Dataset: NCI-60 drug combinations with 297,098 pairs across 59 cell lines. Task: Regression. Given two drug SMILES strings and cell line genomic features, predict the synergy score measuring deviation from expected non-interaction effect. Drug 1: CN(C)N=NC1=C(NC=N1)C(=O)N. Drug 2: CC1=C(C(=CC=C1)Cl)NC(=O)C2=CN=C(S2)NC3=CC(=NC(=N3)C)N4CCN(CC4)CCO. Cell line: OVCAR3. Synergy scores: CSS=11.5, Synergy_ZIP=-6.40, Synergy_Bliss=-0.0435, Synergy_Loewe=-15.1, Synergy_HSA=-3.34.